Dataset: Reaction yield outcomes from USPTO patents with 853,638 reactions. Task: Predict the reaction yield, written as a fraction of the theoretical maximum amount of product (1.0 means a 100% yield; for example, 0.34 means a 34% yield). (1) The reactants are [F:1][C:2]([F:13])([F:12])[C:3]1[CH:4]=[C:5]([C:9](=O)[CH3:10])[CH:6]=[CH:7][CH:8]=1.[NH2:14][C:15]([NH2:17])=[S:16]. No catalyst specified. The product is [NH2:17][C:15]1[S:16][CH:10]=[C:9]([C:5]2[CH:6]=[CH:7][CH:8]=[C:3]([C:2]([F:13])([F:12])[F:1])[CH:4]=2)[N:14]=1. The yield is 0.941. (2) The reactants are [CH3:1][O:2][C:3]([C:5]1[CH:14]=[C:13]([OH:15])[C:12]2[C:7](=[C:8]([C:17]#[N:18])[CH:9]=[C:10](Br)[CH:11]=2)[N:6]=1)=[O:4].CO[C:21]1[CH:26]=[CH:25][C:24](B(O)O)=[CH:23][CH:22]=1.C1(B(O)O)C=CC=CC=1. No catalyst specified. The product is [CH3:1][O:2][C:3]([C:5]1[CH:14]=[C:13]([OH:15])[C:12]2[C:7](=[C:8]([C:17]#[N:18])[CH:9]=[C:10]([C:21]3[CH:26]=[CH:25][CH:24]=[CH:23][CH:22]=3)[CH:11]=2)[N:6]=1)=[O:4]. The yield is 0.840. (3) The reactants are [H-].[Na+].[CH2:3]([O:5][C:6](=[O:16])[CH2:7]P(OCC)(OCC)=O)[CH3:4].[F:17][C:18]1[CH:25]=[CH:24][C:21]([CH:22]=O)=[CH:20][CH:19]=1. The catalyst is O1CCCC1. The product is [CH2:3]([O:5][C:6](=[O:16])[CH:7]=[CH:22][C:21]1[CH:24]=[CH:25][C:18]([F:17])=[CH:19][CH:20]=1)[CH3:4]. The yield is 0.860. (4) The reactants are C([O-])([O-])=O.[Na+].[Na+].[CH:7]1([C:13]2[C:21]3[C:16](=[CH:17][C:18]([C:22]([O:24][CH3:25])=[O:23])=[CH:19][CH:20]=3)[NH:15][C:14]=2B2OC(C)(C)C(C)(C)O2)[CH2:12][CH2:11][CH2:10][CH2:9][CH2:8]1.[CH2:35]([O:42][C:43]1[C:48](Br)=[CH:47][CH:46]=[CH:45][N:44]=1)[C:36]1[CH:41]=[CH:40][CH:39]=[CH:38][CH:37]=1.[Li+].[Cl-]. The catalyst is C(O)C.C1(C)C=CC=CC=1.C1C=CC([P]([Pd]([P](C2C=CC=CC=2)(C2C=CC=CC=2)C2C=CC=CC=2)([P](C2C=CC=CC=2)(C2C=CC=CC=2)C2C=CC=CC=2)[P](C2C=CC=CC=2)(C2C=CC=CC=2)C2C=CC=CC=2)(C2C=CC=CC=2)C2C=CC=CC=2)=CC=1. The product is [CH2:35]([O:42][C:43]1[C:48]([C:14]2[NH:15][C:16]3[C:21]([C:13]=2[CH:7]2[CH2:12][CH2:11][CH2:10][CH2:9][CH2:8]2)=[CH:20][CH:19]=[C:18]([C:22]([O:24][CH3:25])=[O:23])[CH:17]=3)=[CH:47][CH:46]=[CH:45][N:44]=1)[C:36]1[CH:41]=[CH:40][CH:39]=[CH:38][CH:37]=1. The yield is 0.700. (5) The reactants are Cl[C:2]1[CH:7]=[C:6]([C:8]2[CH:13]=[C:12]([Cl:14])[CH:11]=[CH:10][C:9]=2[O:15][CH2:16][CH3:17])[N:5]=[C:4]([NH2:18])[N:3]=1.C(O)C.Cl.[O:23]1[C:27]([C:28]2[CH:33]=[CH:32][C:31]([NH2:34])=[CH:30][CH:29]=2)=[CH:26][N:25]=[CH:24]1. The catalyst is O1CCOCC1. The product is [Cl:14][C:12]1[CH:11]=[CH:10][C:9]([O:15][CH2:16][CH3:17])=[C:8]([C:6]2[N:5]=[C:4]([NH2:18])[N:3]=[C:2]([NH:34][C:31]3[CH:30]=[CH:29][C:28]([C:27]4[O:23][CH:24]=[N:25][CH:26]=4)=[CH:33][CH:32]=3)[CH:7]=2)[CH:13]=1. The yield is 0.750.